From a dataset of Forward reaction prediction with 1.9M reactions from USPTO patents (1976-2016). Predict the product of the given reaction. (1) Given the reactants [F-].[Cs+].[F:3][C:4]1[C:5]([C:12]([F:15])([F:14])[F:13])=[CH:6][C:7](I)=[C:8]([OH:10])[CH:9]=1.C([Sn](CCCC)(CCCC)[C:21]1[CH:26]=[CH:25][N:24]=[N:23][CH:22]=1)CCC.CN(C)C=O, predict the reaction product. The product is: [F:3][C:4]1[C:5]([C:12]([F:15])([F:14])[F:13])=[CH:6][C:7]([C:21]2[CH:26]=[CH:25][N:24]=[N:23][CH:22]=2)=[C:8]([OH:10])[CH:9]=1. (2) Given the reactants [F:1][C:2]1[CH:7]=[CH:6][C:5]([CH:8]([OH:26])[CH2:9][CH2:10][CH2:11][C:12]([N:14]2[CH:18]([C:19]3[CH:24]=[CH:23][CH:22]=[CH:21][CH:20]=3)[CH2:17][O:16][C:15]2=[O:25])=[O:13])=[CH:4][CH:3]=1.[F:27][C:28]1[CH:33]=[CH:32][C:31]([N:34]=[CH:35][C:36]2[CH:43]=[CH:42][C:39]([C:40]#[N:41])=[CH:38][CH:37]=2)=[CH:30][CH:29]=1.C(N(C(C)C)CC)(C)C.C[Si](Cl)(C)C.C(O)(=O)C(C(C(O)=O)O)O.C(=O)(O)[O-].[Na+], predict the reaction product. The product is: [F:1][C:2]1[CH:7]=[CH:6][C:5]([CH:8]([OH:26])[CH2:9][CH2:10][CH:11]([C:12]([N:14]2[CH:18]([C:19]3[CH:20]=[CH:21][CH:22]=[CH:23][CH:24]=3)[CH2:17][O:16][C:15]2=[O:25])=[O:13])[CH:35]([C:36]2[CH:43]=[CH:42][C:39]([C:40]#[N:41])=[CH:38][CH:37]=2)[NH:34][C:31]2[CH:30]=[CH:29][C:28]([F:27])=[CH:33][CH:32]=2)=[CH:4][CH:3]=1. (3) Given the reactants [CH3:1][C:2]([CH3:13])([CH3:12])[CH2:3][C:4]1[O:8][N:7]=[C:6]([C:9]([OH:11])=O)[CH:5]=1.C1C=CC2N(O)N=NC=2C=1.CCN=C=NCCCN(C)C.[C:35]([NH2:39])([CH3:38])([CH3:37])[CH3:36], predict the reaction product. The product is: [C:35]([NH:39][C:9]([C:6]1[CH:5]=[C:4]([CH2:3][C:2]([CH3:1])([CH3:13])[CH3:12])[O:8][N:7]=1)=[O:11])([CH3:38])([CH3:37])[CH3:36]. (4) Given the reactants C([O:4][CH2:5][C:6]([NH:8][CH2:9][C:10]1[CH:15]=[N:14][C:13]([CH2:16][N:17]2[C:22]([CH3:23])=[CH:21][C:20]([O:24][CH2:25][C:26]3[CH:31]=[CH:30][C:29]([F:32])=[CH:28][C:27]=3[F:33])=[C:19]([Br:34])[C:18]2=[O:35])=[CH:12][N:11]=1)=[O:7])(=O)C.C([O-])([O-])=O.[K+].[K+], predict the reaction product. The product is: [Br:34][C:19]1[C:18](=[O:35])[N:17]([CH2:16][C:13]2[N:14]=[CH:15][C:10]([CH2:9][NH:8][C:6](=[O:7])[CH2:5][OH:4])=[N:11][CH:12]=2)[C:22]([CH3:23])=[CH:21][C:20]=1[O:24][CH2:25][C:26]1[CH:31]=[CH:30][C:29]([F:32])=[CH:28][C:27]=1[F:33]. (5) Given the reactants [CH:1]1[C:10]2[N:9]3[CH2:11][CH2:12][CH2:13][CH2:14][CH2:15][CH:8]3[CH2:7][N:6]([CH2:16][C:17]([NH2:19])=O)[C:5]=2[CH:4]=[CH:3][CH:2]=1.CO.Cl, predict the reaction product. The product is: [CH:1]1[C:10]2[N:9]3[CH2:11][CH2:12][CH2:13][CH2:14][CH2:15][CH:8]3[CH2:7][N:6]([CH2:16][CH2:17][NH2:19])[C:5]=2[CH:4]=[CH:3][CH:2]=1. (6) Given the reactants [H-].C(O[Al](OC(C)(C)C)OC(C)(C)C)(C)(C)C.[Li+].[CH3:19][C@:20]12[CH2:37][CH:36]=[C:35]3[C@@H:25]([CH2:26][CH2:27][C@H:28]4[C@:33]3([CH3:34])[CH2:32][CH2:31][C:30](=[O:38])[CH2:29]4)[C@@H:24]1[CH2:23][CH2:22][C:21]2=[O:39], predict the reaction product. The product is: [OH:38][C@@H:30]1[CH2:31][CH2:32][C@@:33]2([CH3:34])[C@H:28]([CH2:27][CH2:26][C@@H:25]3[C:35]2=[CH:36][CH2:37][C@@:20]2([CH3:19])[C@H:24]3[CH2:23][CH2:22][C:21]2=[O:39])[CH2:29]1. (7) Given the reactants [C:1]([CH:6]=P(C1C=CC=CC=1)(C1C=CC=CC=1)C1C=CC=CC=1)([O:3][CH2:4][CH3:5])=[O:2].[F:26][C:27]([F:37])([F:36])[C:28]1[CH:33]=[CH:32][C:31]([CH:34]=O)=[CH:30][CH:29]=1, predict the reaction product. The product is: [F:26][C:27]([F:37])([F:36])[C:28]1[CH:33]=[CH:32][C:31](/[CH:34]=[CH:6]/[C:1]([O:3][CH2:4][CH3:5])=[O:2])=[CH:30][CH:29]=1. (8) Given the reactants Cl[C:2]1[N:7]=[CH:6][C:5]2[CH:8]=[CH:9][N:10]([CH:11]3[CH2:13][CH2:12]3)[C:4]=2[CH:3]=1.[CH2:14]=[C:15]([C:17]1[CH:25]=[CH:24][C:20]([C:21]([NH2:23])=[O:22])=[CH:19][CH:18]=1)[CH3:16].C(P(C(C)(C)C)C1C(C)=C(C)C(C)=C(C)C=1C1C(C(C)C)=CC(C(C)C)=CC=1C(C)C)(C)(C)C.[O-]P([O-])([O-])=O.[K+].[K+].[K+], predict the reaction product. The product is: [CH:11]1([N:10]2[C:4]3[CH:3]=[C:2]([NH:23][C:21](=[O:22])[C:20]4[CH:24]=[CH:25][C:17]([C:15]([CH3:16])=[CH2:14])=[CH:18][CH:19]=4)[N:7]=[CH:6][C:5]=3[CH:8]=[CH:9]2)[CH2:13][CH2:12]1. (9) Given the reactants [C:1]1([NH:7][C:8]2[S:12][N:11]=[N:10][C:9]=2[C:13]([NH2:15])=O)[CH:6]=[CH:5][CH:4]=[CH:3][CH:2]=1.Cl.[N:17]1([C:22](N)=[NH:23])C=CC=N1.C(N(C(C)C)CC)(C)C, predict the reaction product. The product is: [C:1]1([NH:7][C:8]2[S:12][N:11]=[N:10][C:9]=2[CH2:13][NH:15][C:22]([NH2:23])=[NH:17])[CH:6]=[CH:5][CH:4]=[CH:3][CH:2]=1.